Task: Predict the reactants needed to synthesize the given product.. Dataset: Full USPTO retrosynthesis dataset with 1.9M reactions from patents (1976-2016) (1) Given the product [N:11]1[C:12]2[C:17](=[CH:16][CH:15]=[CH:14][CH:13]=2)[CH:18]=[C:9]([C:5]2[CH:4]=[C:3]([OH:2])[CH:8]=[CH:7][CH:6]=2)[CH:10]=1, predict the reactants needed to synthesize it. The reactants are: C[O:2][C:3]1[CH:4]=[C:5]([C:9]2[CH:10]=[N:11][C:12]3[C:17]([CH:18]=2)=[CH:16][CH:15]=[CH:14][CH:13]=3)[CH:6]=[CH:7][CH:8]=1.[Cl-].[Cl-].[Cl-].[Al+3]. (2) Given the product [CH2:34]([O:41][CH:42]1[C:43]([CH3:50])([CH3:49])[CH2:44][C:45]2[N:7]([CH2:6][O:5][CH2:4][CH2:3][Si:2]([CH3:1])([CH3:32])[CH3:33])[N:8]=[C:9]([C:29]([OH:31])=[O:30])[C:46]=2[CH2:47]1)[C:35]1[CH:40]=[CH:39][CH:38]=[CH:37][CH:36]=1, predict the reactants needed to synthesize it. The reactants are: [CH3:1][Si:2]([CH3:33])([CH3:32])[CH2:3][CH2:4][O:5][CH2:6][N:7]1C2CCC(C3C=NN(COCC[Si](C)(C)C)C=3)CC=2[C:9]([C:29]([OH:31])=[O:30])=[N:8]1.[CH2:34]([O:41][CH:42]1[CH2:47][CH2:46][C:45](=O)[CH2:44][C:43]1([CH3:50])[CH3:49])[C:35]1[CH:40]=[CH:39][CH:38]=[CH:37][CH:36]=1. (3) Given the product [F:15][C:16]1[CH:21]=[CH:20][C:19]([CH:22]([C:23]2[N:6]=[C:4]([OH:5])[C:3]3[C:2](=[CH:10][C:9]([C:11]([F:12])([F:13])[F:14])=[CH:8][CH:7]=3)[N:1]=2)[OH:26])=[CH:18][CH:17]=1, predict the reactants needed to synthesize it. The reactants are: [NH2:1][C:2]1[CH:10]=[C:9]([C:11]([F:14])([F:13])[F:12])[CH:8]=[CH:7][C:3]=1[C:4]([NH2:6])=[O:5].[F:15][C:16]1[CH:21]=[CH:20][C:19]([CH:22]2[O:26]C(=O)O[C:23]2=O)=[CH:18][CH:17]=1.C[O-].[Na+].CO. (4) Given the product [NH2:15][C@H:13]1[CH2:14][C@H:11]([N:10]2[C:5]3=[N:6][CH:7]=[CH:8][CH:9]=[C:4]3[O:3][C:2]2=[O:1])[CH2:12]1, predict the reactants needed to synthesize it. The reactants are: [O:1]=[C:2]1[N:10]([C@H:11]2[CH2:14][C@H:13]([NH:15]C(=O)OCC3C=CC=CC=3)[CH2:12]2)[C:5]2=[N:6][CH:7]=[CH:8][CH:9]=[C:4]2[O:3]1.Br. (5) Given the product [Cl:1][C:2]1[CH:3]=[CH:4][C:5]([NH:18][CH2:19][CH:20]2[CH2:25][CH2:24][N:23]([CH:28]3[CH2:29][CH2:30][S:26][CH2:27]3)[CH2:22][CH2:21]2)=[C:6]([CH:17]=1)[C:7]([NH:9][C:10]1[CH:15]=[CH:14][C:13]([CH3:16])=[CH:12][N:11]=1)=[O:8], predict the reactants needed to synthesize it. The reactants are: [Cl:1][C:2]1[CH:3]=[CH:4][C:5]([NH:18][CH2:19][CH:20]2[CH2:25][CH2:24][NH:23][CH2:22][CH2:21]2)=[C:6]([CH:17]=1)[C:7]([NH:9][C:10]1[CH:15]=[CH:14][C:13]([CH3:16])=[CH:12][N:11]=1)=[O:8].[S:26]1[CH2:30][CH2:29][C:28](=O)[CH2:27]1.C([BH3-])#N.[Na+]. (6) Given the product [CH2:1]([N:5]([CH2:6][C:7]1[CH:19]=[CH:18][C:10]([O:11][CH2:12][C:13]([O:15][CH2:16][CH3:17])=[O:14])=[C:9]([CH3:20])[CH:8]=1)[C:39]1[N:38]=[C:37]([C:34]2[CH:35]=[CH:36][C:31]([Cl:30])=[CH:32][CH:33]=2)[CH:42]=[CH:41][N:40]=1)[CH2:2][CH2:3][CH3:4], predict the reactants needed to synthesize it. The reactants are: [CH2:1]([NH:5][CH2:6][C:7]1[CH:19]=[CH:18][C:10]([O:11][CH2:12][C:13]([O:15][CH2:16][CH3:17])=[O:14])=[C:9]([CH3:20])[CH:8]=1)[CH2:2][CH2:3][CH3:4].C(N(CC)C(C)C)(C)C.[Cl:30][C:31]1[CH:36]=[CH:35][C:34]([C:37]2[CH:42]=[CH:41][N:40]=[C:39](S(C)(=O)=O)[N:38]=2)=[CH:33][CH:32]=1. (7) Given the product [OH:31][C@@:24]1([C:22]#[C:23][C:2]2[CH:3]=[C:4]([C:11]3[N:16]=[C:15]([C:17]([O:19][CH2:20][CH3:21])=[O:18])[CH:14]=[CH:13][CH:12]=3)[C:5]3[O:9][CH2:8][CH2:7][C:6]=3[CH:10]=2)[CH2:28][CH2:27][N:26]([CH3:29])[C:25]1=[O:30], predict the reactants needed to synthesize it. The reactants are: Br[C:2]1[CH:3]=[C:4]([C:11]2[N:16]=[C:15]([C:17]([O:19][CH2:20][CH3:21])=[O:18])[CH:14]=[CH:13][CH:12]=2)[C:5]2[O:9][CH2:8][CH2:7][C:6]=2[CH:10]=1.[C:22]([C@:24]1([OH:31])[CH2:28][CH2:27][N:26]([CH3:29])[C:25]1=[O:30])#[CH:23]. (8) Given the product [CH2:2]([N+:9]([O-:10])=[CH:26][C:25]1[CH:28]=[CH:29][CH:30]=[CH:31][C:24]=1[S:21]([N:11]1[C:20]2[C:15](=[CH:16][CH:17]=[CH:18][CH:19]=2)[CH2:14][CH2:13][CH2:12]1)(=[O:23])=[O:22])[C:3]1[CH:8]=[CH:7][CH:6]=[CH:5][CH:4]=1, predict the reactants needed to synthesize it. The reactants are: Cl.[CH2:2]([NH:9][OH:10])[C:3]1[CH:8]=[CH:7][CH:6]=[CH:5][CH:4]=1.[N:11]1([S:21]([C:24]2[CH:31]=[CH:30][CH:29]=[CH:28][C:25]=2[CH:26]=O)(=[O:23])=[O:22])[C:20]2[C:15](=[CH:16][CH:17]=[CH:18][CH:19]=2)[CH2:14][CH2:13][CH2:12]1.